This data is from Full USPTO retrosynthesis dataset with 1.9M reactions from patents (1976-2016). The task is: Predict the reactants needed to synthesize the given product. (1) Given the product [CH2:56]([C@H:63]1[CH2:67][O:66][C:65](=[O:68])[N:64]1[C:69](=[O:74])[C@@H:70]([O:71][CH2:72][CH3:73])[C@H:5]([OH:6])[C:4]1[CH:7]=[CH:8][C:9]([O:11][CH2:12][CH2:13][C:14]2[N:15]=[C:16]([C:20]3[CH:25]=[CH:24][CH:23]=[CH:22][CH:21]=3)[O:17][C:18]=2[CH3:19])=[CH:10][C:3]=1[O:2][CH3:1])[C:57]1[CH:58]=[CH:59][CH:60]=[CH:61][CH:62]=1, predict the reactants needed to synthesize it. The reactants are: [CH3:1][O:2][C:3]1[CH:10]=[C:9]([O:11][CH2:12][CH2:13][C:14]2[N:15]=[C:16]([C:20]3[CH:25]=[CH:24][CH:23]=[CH:22][CH:21]=3)[O:17][C:18]=2[CH3:19])[CH:8]=[CH:7][C:4]=1[CH:5]=[O:6].OC1C=CC(C=O)=C(OC)C=1.CC1OC(C2C=CC=CC=2)=NC=1CCOS(C)(=O)=O.[CH2:56]([C@H:63]1[CH2:67][O:66][C:65](=[O:68])[N:64]1[C:69](=[O:74])[CH2:70][O:71][CH2:72][CH3:73])[C:57]1[CH:62]=[CH:61][CH:60]=[CH:59][CH:58]=1.B(OS(C(F)(F)F)(=O)=O)(CCCC)CCCC. (2) Given the product [CH2:17]([O:19][C:20](=[O:32])[CH2:21][CH2:22][C:23]1[CH:28]=[CH:27][C:26]([O:29][CH2:7][CH2:2][C@@H:3]([O:8][C:5]2[CH:6]=[CH:7][C:2]([Cl:1])=[CH:3][C:4]=2[O:9][C:10]2[CH:15]=[CH:14][CH:13]=[CH:12][C:11]=2[F:16])[CH3:4])=[CH:25][C:24]=1[CH2:30][CH3:31])[CH3:18], predict the reactants needed to synthesize it. The reactants are: [Cl:1][C:2]1[CH:7]=[CH:6][C:5]([OH:8])=[C:4]([O:9][C:10]2[CH:15]=[CH:14][CH:13]=[CH:12][C:11]=2[F:16])[CH:3]=1.[CH2:17]([O:19][C:20](=[O:32])[CH2:21][CH2:22][C:23]1[CH:28]=[CH:27][C:26]([OH:29])=[CH:25][C:24]=1[CH2:30][CH3:31])[CH3:18]. (3) The reactants are: [O:1]1[CH2:6][CH2:5][CH:4]([C:7]([OH:9])=[O:8])[CH2:3][CH2:2]1.S(Cl)(Cl)=O.N1C=CC=CC=1.O[C:21]1[CH:28]=[CH:27][C:24]([CH:25]=[O:26])=[CH:23][CH:22]=1. Given the product [O:1]1[CH2:6][CH2:5][CH:4]([C:7]([O:9][C:21]2[CH:28]=[CH:27][C:24]([CH:25]=[O:26])=[CH:23][CH:22]=2)=[O:8])[CH2:3][CH2:2]1, predict the reactants needed to synthesize it. (4) Given the product [CH3:39][O:38][C:36]([C:8]1[CH:9]=[C:10]([C:13]2[CH:14]=[C:15]3[C:32](=[CH:33][CH:34]=2)[O:31][C:18]2([CH2:19][CH2:20][N:21]([C:24]([O:26][C:27]([CH3:29])([CH3:30])[CH3:28])=[O:25])[CH2:22][CH2:23]2)[CH2:17][C:16]3=[O:35])[CH:11]=[N:12][C:7]=1[CH3:1])=[O:37], predict the reactants needed to synthesize it. The reactants are: [CH3:1][Sn](C)(C)C.Cl[C:7]1[N:12]=[CH:11][C:10]([C:13]2[CH:14]=[C:15]3[C:32](=[CH:33][CH:34]=2)[O:31][C:18]2([CH2:23][CH2:22][N:21]([C:24]([O:26][C:27]([CH3:30])([CH3:29])[CH3:28])=[O:25])[CH2:20][CH2:19]2)[CH2:17][C:16]3=[O:35])=[CH:9][C:8]=1[C:36]([O:38][CH3:39])=[O:37]. (5) Given the product [NH2:8][C:9]1([CH3:37])[C:13]2([CH2:14][CH2:15]2)[CH2:12][N:11]([C:16]2[C:25]([O:26][CH3:27])=[C:24]3[C:19]([C:20](=[O:35])[C:21]([C:32]([OH:34])=[O:33])=[CH:22][N:23]3[C@@H:28]3[CH2:30][C@@H:29]3[F:31])=[CH:18][C:17]=2[F:36])[CH2:10]1, predict the reactants needed to synthesize it. The reactants are: C(OC([NH:8][C:9]1([CH3:37])[C:13]2([CH2:15][CH2:14]2)[CH2:12][N:11]([C:16]2[C:25]([O:26][CH3:27])=[C:24]3[C:19]([C:20](=[O:35])[C:21]([C:32]([OH:34])=[O:33])=[CH:22][N:23]3[C@@H:28]3[CH2:30][C@@H:29]3[F:31])=[CH:18][C:17]=2[F:36])[CH2:10]1)=O)(C)(C)C. (6) Given the product [Cl:1][C:2]1[CH:3]=[C:4]([CH3:23])[C:5]([N:8]([CH2:19][CH:20]([CH3:22])[CH3:21])[S:9]([C:12]2[CH:17]=[CH:16][C:15]([O:31][CH2:30][CH:27]3[CH2:28][CH2:29][O:24][CH2:25][CH2:26]3)=[CH:14][CH:13]=2)(=[O:11])=[O:10])=[N:6][CH:7]=1, predict the reactants needed to synthesize it. The reactants are: [Cl:1][C:2]1[CH:3]=[C:4]([CH3:23])[C:5]([N:8]([CH2:19][CH:20]([CH3:22])[CH3:21])[S:9]([C:12]2[CH:17]=[CH:16][C:15](F)=[CH:14][CH:13]=2)(=[O:11])=[O:10])=[N:6][CH:7]=1.[O:24]1[CH2:29][CH2:28][CH:27]([CH2:30][OH:31])[CH2:26][CH2:25]1.[H-].[Na+]. (7) The reactants are: N[C:2]1[N:7]=[C:6]([C:8]2[CH:13]=[CH:12][CH:11]=[CH:10][N:9]=2)[CH:5]=[CH:4][N:3]=1.[N+]([O-])([O-])=[O:15].[Na+].[OH-].[Na+]. Given the product [N:9]1[CH:10]=[CH:11][CH:12]=[CH:13][C:8]=1[C:6]1[CH:5]=[CH:4][NH:3][C:2](=[O:15])[N:7]=1, predict the reactants needed to synthesize it.